From a dataset of Full USPTO retrosynthesis dataset with 1.9M reactions from patents (1976-2016). Predict the reactants needed to synthesize the given product. Given the product [I:1][C:15]1[C:11]([C:8]2[CH:7]=[CH:6][C:5]([O:4][CH3:3])=[CH:10][CH:9]=2)=[N:12][N:13]([CH3:20])[C:14]=1[C:16]([O:18][CH3:19])=[O:17], predict the reactants needed to synthesize it. The reactants are: [I:1]I.[CH3:3][O:4][C:5]1[CH:10]=[CH:9][C:8]([C:11]2[CH:15]=[C:14]([C:16]([O:18][CH3:19])=[O:17])[N:13]([CH3:20])[N:12]=2)=[CH:7][CH:6]=1.